This data is from Forward reaction prediction with 1.9M reactions from USPTO patents (1976-2016). The task is: Predict the product of the given reaction. (1) Given the reactants [Cl:1][C:2]1[CH:3]=[C:4]([NH2:9])[CH:5]=[N:6][C:7]=1[Cl:8].[O:10](C(OC(C)(C)C)=O)[C:11]([O:13][C:14]([CH3:17])([CH3:16])[CH3:15])=O, predict the reaction product. The product is: [Cl:1][C:2]1[CH:3]=[C:4]([NH:9][C:11](=[O:10])[O:13][C:14]([CH3:17])([CH3:16])[CH3:15])[CH:5]=[N:6][C:7]=1[Cl:8]. (2) Given the reactants [C:1]([O:5][C:6](=[O:24])[NH:7][CH:8]1[CH2:13][CH2:12][N:11]([C:14]2[N:15]([CH2:22][CH3:23])[C:16](=[O:21])[CH:17]=[C:18](Cl)[N:19]=2)[CH2:10][CH2:9]1)([CH3:4])([CH3:3])[CH3:2].[F:25][C:26]1[CH:27]=[C:28](B(O)O)[CH:29]=[CH:30][C:31]=1[C:32]#[N:33].C([O-])([O-])=O.[Na+].[Na+], predict the reaction product. The product is: [C:1]([O:5][C:6](=[O:24])[NH:7][CH:8]1[CH2:13][CH2:12][N:11]([C:14]2[N:15]([CH2:22][CH3:23])[C:16](=[O:21])[CH:17]=[C:18]([C:28]3[CH:29]=[CH:30][C:31]([C:32]#[N:33])=[C:26]([F:25])[CH:27]=3)[N:19]=2)[CH2:10][CH2:9]1)([CH3:4])([CH3:3])[CH3:2]. (3) Given the reactants [F:1][C:2]1[CH:3]=[C:4]([NH:24][C:25](=[O:38])[CH2:26][C:27]([NH:29][C:30]2[CH:35]=[CH:34][CH:33]=[CH:32][C:31]=2OF)=[O:28])[CH:5]=[CH:6][C:7]=1[O:8][C:9]1[CH:14]=[CH:13][N:12]=[C:11]2[CH:15]=[C:16](C3N(C)C=CN=3)[S:17][C:10]=12.[F:39]C1C=C(N)C=CC=1OC1C=CN=C2C=C(C3N(C)C=CN=3)SC=12.[CH2:63]([N:65]1[CH:69]=[C:68](C2SC3C(=NC=CC=3OC3C=CC(N)=CC=3F)C=2)[N:67]=[CH:66]1)[CH3:64], predict the reaction product. The product is: [CH2:63]([N:65]1[CH:69]=[C:68]([C:16]2[S:17][C:10]3[C:11](=[N:12][CH:13]=[CH:14][C:9]=3[O:8][C:7]3[CH:6]=[CH:5][C:4]([NH:24][C:25](=[O:38])[CH2:26][C:27]([NH:29][C:30]4[CH:35]=[CH:34][CH:33]=[CH:32][C:31]=4[F:39])=[O:28])=[CH:3][C:2]=3[F:1])[CH:15]=2)[N:67]=[CH:66]1)[CH3:64]. (4) The product is: [Cl:1][C:2]1[CH:7]=[CH:6][C:5]([N:8]2[C:13](=[O:14])[C:12]3[CH:15]=[N:16][N:17]([C:18]4[CH:19]=[C:20]([NH:24][S:25]([CH3:28])(=[O:26])=[O:27])[CH:21]=[CH:22][CH:23]=4)[C:11]=3[N:10]=[C:9]2[C:29]2[CH:34]=[CH:33][C:32]([C:45]3[N:50]=[CH:49][CH:48]=[CH:47][N:46]=3)=[CH:31][CH:30]=2)=[CH:4][CH:3]=1. Given the reactants [Cl:1][C:2]1[CH:7]=[CH:6][C:5]([N:8]2[C:13](=[O:14])[C:12]3[CH:15]=[N:16][N:17]([C:18]4[CH:19]=[C:20]([NH:24][S:25]([CH3:28])(=[O:27])=[O:26])[CH:21]=[CH:22][CH:23]=4)[C:11]=3[N:10]=[C:9]2[C:29]2[CH:34]=[CH:33][C:32](B3OC(C)(C)C(C)(C)O3)=[CH:31][CH:30]=2)=[CH:4][CH:3]=1.Br[C:45]1[N:50]=[CH:49][CH:48]=[CH:47][N:46]=1.C(=O)([O-])[O-].[Cs+].[Cs+], predict the reaction product.